Dataset: NCI-60 drug combinations with 297,098 pairs across 59 cell lines. Task: Regression. Given two drug SMILES strings and cell line genomic features, predict the synergy score measuring deviation from expected non-interaction effect. (1) Drug 1: C1CN(CCN1C(=O)CCBr)C(=O)CCBr. Drug 2: CN(C(=O)NC(C=O)C(C(C(CO)O)O)O)N=O. Cell line: MCF7. Synergy scores: CSS=4.54, Synergy_ZIP=-1.42, Synergy_Bliss=0.393, Synergy_Loewe=-8.75, Synergy_HSA=-1.27. (2) Drug 1: CN(C)C1=NC(=NC(=N1)N(C)C)N(C)C. Drug 2: C(CN)CNCCSP(=O)(O)O. Cell line: UACC-257. Synergy scores: CSS=-1.20, Synergy_ZIP=0.200, Synergy_Bliss=2.74, Synergy_Loewe=-4.68, Synergy_HSA=-1.68. (3) Drug 1: CC1CCC2CC(C(=CC=CC=CC(CC(C(=O)C(C(C(=CC(C(=O)CC(OC(=O)C3CCCCN3C(=O)C(=O)C1(O2)O)C(C)CC4CCC(C(C4)OC)OCCO)C)C)O)OC)C)C)C)OC. Drug 2: C1CN(P(=O)(OC1)NCCCl)CCCl. Cell line: OVCAR-5. Synergy scores: CSS=4.83, Synergy_ZIP=-4.14, Synergy_Bliss=-3.02, Synergy_Loewe=-20.1, Synergy_HSA=-3.54. (4) Drug 1: CC1=C(C(CCC1)(C)C)C=CC(=CC=CC(=CC(=O)O)C)C. Drug 2: C1=NC(=NC(=O)N1C2C(C(C(O2)CO)O)O)N. Cell line: SNB-19. Synergy scores: CSS=8.14, Synergy_ZIP=3.61, Synergy_Bliss=3.88, Synergy_Loewe=-17.8, Synergy_HSA=-10.6. (5) Drug 1: C1=C(C(=O)NC(=O)N1)F. Drug 2: C1=CC(=CC=C1CC(C(=O)O)N)N(CCCl)CCCl.Cl. Cell line: UO-31. Synergy scores: CSS=27.6, Synergy_ZIP=-2.28, Synergy_Bliss=-2.36, Synergy_Loewe=-3.77, Synergy_HSA=-0.744. (6) Cell line: UACC-257. Synergy scores: CSS=8.75, Synergy_ZIP=-1.53, Synergy_Bliss=-0.839, Synergy_Loewe=-8.55, Synergy_HSA=-2.80. Drug 1: CC1=C(C=C(C=C1)NC(=O)C2=CC=C(C=C2)CN3CCN(CC3)C)NC4=NC=CC(=N4)C5=CN=CC=C5. Drug 2: C1CN1C2=NC(=NC(=N2)N3CC3)N4CC4.